This data is from Full USPTO retrosynthesis dataset with 1.9M reactions from patents (1976-2016). The task is: Predict the reactants needed to synthesize the given product. (1) Given the product [CH:51]([C:33]1[CH:32]=[C:31]([OH:30])[CH:36]=[C:35]([CH:37]([C:39]2[CH:44]=[CH:43][CH:42]=[CH:41][CH:40]=2)[C:45]2[CH:46]=[CH:47][CH:48]=[CH:49][CH:50]=2)[CH:34]=1)([C:59]1[CH:60]=[CH:61][CH:62]=[CH:63][CH:64]=1)[C:53]1[CH:58]=[CH:57][CH:56]=[CH:55][CH:54]=1, predict the reactants needed to synthesize it. The reactants are: C(OC1C=C(C(C)(C)O)C=C(C(C)(C)O)C=1)C1C=CC=CC=1.C([O:30][C:31]1[CH:32]=[C:33]([C:51]([C:59]2[CH:64]=[CH:63][CH:62]=[CH:61][CH:60]=2)([C:53]2[CH:58]=[CH:57][CH:56]=[CH:55][CH:54]=2)O)[CH:34]=[C:35]([C:37]([C:45]2[CH:50]=[CH:49][CH:48]=[CH:47][CH:46]=2)([C:39]2[CH:44]=[CH:43][CH:42]=[CH:41][CH:40]=2)O)[CH:36]=1)C1C=CC=CC=1. (2) Given the product [CH3:16][C:17]1[CH:24]=[CH:23][CH:22]=[CH:21][C:18]=1[CH2:19][N:3]1[CH2:8][CH2:7][C:6](=[O:9])[CH2:5][CH2:4]1, predict the reactants needed to synthesize it. The reactants are: Cl.O.[NH:3]1[CH2:8][CH2:7][C:6](=[O:9])[CH2:5][CH2:4]1.C(=O)([O-])[O-].[K+].[K+].[CH3:16][C:17]1[CH:24]=[CH:23][CH:22]=[CH:21][C:18]=1[CH2:19]Br.